Dataset: Forward reaction prediction with 1.9M reactions from USPTO patents (1976-2016). Task: Predict the product of the given reaction. (1) Given the reactants N1C=CC=CC=1C(O)=O.P([O-])([O-])([O-])=O.[K+].[K+].[K+].Br[C:19]1[CH:24]=[CH:23][C:22]([Cl:25])=[CH:21][C:20]=1[O:26][CH3:27].[O:28]=[S:29]1(=[O:48])[CH2:34][CH2:33][N:32]2[CH:35]3[CH2:40][CH2:39][C:38]([C:41]4[CH:46]=[CH:45][C:44]([OH:47])=[CH:43][CH:42]=4)([C:31]2=[N:30]1)[CH2:37][CH2:36]3, predict the reaction product. The product is: [Cl:25][C:22]1[CH:23]=[CH:24][C:19]([O:47][C:44]2[CH:45]=[CH:46][C:41]([C:38]34[CH2:39][CH2:40][CH:35]([N:32]5[CH2:33][CH2:34][S:29](=[O:48])(=[O:28])[N:30]=[C:31]53)[CH2:36][CH2:37]4)=[CH:42][CH:43]=2)=[C:20]([O:26][CH3:27])[CH:21]=1. (2) The product is: [Br:1][C:2]1[C:3]([O:13][CH3:18])=[C:4]([C:10](=[O:12])[CH3:11])[CH:5]=[C:6]([Cl:9])[C:7]=1[CH3:8]. Given the reactants [Br:1][C:2]1[C:3]([OH:13])=[C:4]([C:10](=[O:12])[CH3:11])[CH:5]=[C:6]([Cl:9])[C:7]=1[CH3:8].S(OC)(O[CH3:18])(=O)=O.C(=O)([O-])[O-].[K+].[K+], predict the reaction product. (3) Given the reactants [Cl:1][C:2]1[CH:24]=[CH:23][C:5]([CH2:6][NH:7][C:8]([C:10]2[C:11](=[O:22])[C:12]3[CH:19]=[C:18]([CH2:20]Cl)[S:17][C:13]=3[N:14]([CH3:16])[CH:15]=2)=[O:9])=[CH:4][CH:3]=1.CN(C=O)C.C(N(CC)C(C)C)(C)C.[S:39]1[C:43]2[CH:44]=[CH:45][CH:46]=[CH:47][C:42]=2[N:41]=[C:40]1[CH:48]([OH:52])[CH2:49][NH:50][CH3:51], predict the reaction product. The product is: [S:39]1[C:43]2[CH:44]=[CH:45][CH:46]=[CH:47][C:42]=2[N:41]=[C:40]1[CH:48]([OH:52])[CH2:49][N:50]([CH2:20][C:18]1[S:17][C:13]2[N:14]([CH3:16])[CH:15]=[C:10]([C:8]([NH:7][CH2:6][C:5]3[CH:23]=[CH:24][C:2]([Cl:1])=[CH:3][CH:4]=3)=[O:9])[C:11](=[O:22])[C:12]=2[CH:19]=1)[CH3:51].